From a dataset of Peptide-MHC class II binding affinity with 134,281 pairs from IEDB. Regression. Given a peptide amino acid sequence and an MHC pseudo amino acid sequence, predict their binding affinity value. This is MHC class II binding data. (1) The peptide sequence is SVKRSNGSAEVHRGA. The MHC is HLA-DPA10201-DPB10101 with pseudo-sequence HLA-DPA10201-DPB10101. The binding affinity (normalized) is 0.0755. (2) The peptide sequence is HENHGLKTRQEKWMT. The MHC is DRB1_1101 with pseudo-sequence DRB1_1101. The binding affinity (normalized) is 0. (3) The peptide sequence is DTGHGTVVMQVKVSK. The MHC is DRB1_0301 with pseudo-sequence DRB1_0301. The binding affinity (normalized) is 0.564. (4) The peptide sequence is SQDLELSWNLNGMQAY. The MHC is DRB1_0802 with pseudo-sequence DRB1_0802. The binding affinity (normalized) is 0.248. (5) The peptide sequence is AASGADGTYDITKLG. The MHC is HLA-DQA10201-DQB10202 with pseudo-sequence HLA-DQA10201-DQB10202. The binding affinity (normalized) is 0. (6) The peptide sequence is AAATAGTTVYGAFAT. The MHC is HLA-DPA10103-DPB10601 with pseudo-sequence HLA-DPA10103-DPB10601. The binding affinity (normalized) is 0.0859.